This data is from Full USPTO retrosynthesis dataset with 1.9M reactions from patents (1976-2016). The task is: Predict the reactants needed to synthesize the given product. (1) Given the product [C:1]([CH:5]1[C:11](=[O:23])[CH2:10][CH:9]2[O:12][C@@H:6]1[CH2:7][CH2:8]2)([O:3][CH3:4])=[O:2], predict the reactants needed to synthesize it. The reactants are: [C:1]([C:5]1[C@@H:6]2[O:12][CH:9]([CH2:10][CH:11]=1)[CH2:8][CH2:7]2)([O:3][CH3:4])=[O:2].C12(C)C(C)(C)C(CC1)[C@@H](C([O-])=[O:23])C2.CO.[OH-].[Li+].Cl. (2) Given the product [CH2:38]([O:37][C:35]([C@:11]12[CH2:10][CH2:9][C@@H:8]([C:5]([OH:7])=[O:1])[C@@H:12]1[C@@H:13]1[C@@:26]([CH3:29])([CH2:27][CH2:28]2)[C@@:25]2([CH3:30])[C@@H:16]([C@:17]3([CH3:34])[C@@H:22]([CH2:23][CH2:24]2)[C:21]([CH3:32])([CH3:31])[C@@H:20]([OH:33])[CH2:19][CH2:18]3)[CH2:15][CH2:14]1)=[O:36])[C:39]1[CH:44]=[CH:43][CH:42]=[CH:41][CH:40]=1, predict the reactants needed to synthesize it. The reactants are: [OH-:1].[Na+].BrBr.[C:5]([C@H:8]1[C@@H:12]2[C@@H:13]3[C@@:26]([CH3:29])([CH2:27][CH2:28][C@@:11]2([C:35]([O:37][CH2:38][C:39]2[CH:44]=[CH:43][CH:42]=[CH:41][CH:40]=2)=[O:36])[CH2:10][CH2:9]1)[C@@:25]1([CH3:30])[C@@H:16]([C@:17]2([CH3:34])[C@@H:22]([CH2:23][CH2:24]1)[C:21]([CH3:32])([CH3:31])[C@@H:20]([OH:33])[CH2:19][CH2:18]2)[CH2:15][CH2:14]3)(=[O:7])C.Cl. (3) The reactants are: CC(=C[C:7]1[CH:12]=[CH:11][CH:10]=[CH:9][CH:8]=1)C(O)=O.OOS([O-])=O.[K+].[C:19]([O-:22])(O)=[O:20].[Na+].[O-]S([O-])=O.[Na+].[Na+]. Given the product [C:19]([OH:22])(=[O:20])[C:7]1[CH:12]=[CH:11][CH:10]=[CH:9][CH:8]=1, predict the reactants needed to synthesize it.